This data is from NCI-60 drug combinations with 297,098 pairs across 59 cell lines. The task is: Regression. Given two drug SMILES strings and cell line genomic features, predict the synergy score measuring deviation from expected non-interaction effect. (1) Cell line: MDA-MB-231. Drug 1: CC1C(C(CC(O1)OC2CC(CC3=C2C(=C4C(=C3O)C(=O)C5=C(C4=O)C(=CC=C5)OC)O)(C(=O)C)O)N)O.Cl. Drug 2: C1C(C(OC1N2C=NC3=C(N=C(N=C32)Cl)N)CO)O. Synergy scores: CSS=20.5, Synergy_ZIP=-5.97, Synergy_Bliss=0.404, Synergy_Loewe=0.0262, Synergy_HSA=1.41. (2) Synergy scores: CSS=-5.03, Synergy_ZIP=4.38, Synergy_Bliss=4.58, Synergy_Loewe=-5.29, Synergy_HSA=-2.41. Drug 2: CC1=CC2C(CCC3(C2CCC3(C(=O)C)OC(=O)C)C)C4(C1=CC(=O)CC4)C. Cell line: HS 578T. Drug 1: CC(C1=C(C=CC(=C1Cl)F)Cl)OC2=C(N=CC(=C2)C3=CN(N=C3)C4CCNCC4)N. (3) Drug 1: C1=NNC2=C1C(=O)NC=N2. Drug 2: C(CN)CNCCSP(=O)(O)O. Synergy scores: CSS=0.293, Synergy_ZIP=1.58, Synergy_Bliss=3.80, Synergy_Loewe=1.88, Synergy_HSA=1.16. Cell line: SK-OV-3. (4) Drug 1: CS(=O)(=O)C1=CC(=C(C=C1)C(=O)NC2=CC(=C(C=C2)Cl)C3=CC=CC=N3)Cl. Drug 2: CC12CCC3C(C1CCC2OP(=O)(O)O)CCC4=C3C=CC(=C4)OC(=O)N(CCCl)CCCl.[Na+]. Cell line: HCC-2998. Synergy scores: CSS=-2.92, Synergy_ZIP=-2.74, Synergy_Bliss=-7.09, Synergy_Loewe=-13.6, Synergy_HSA=-9.11. (5) Drug 1: CC1=C2C(C(=O)C3(C(CC4C(C3C(C(C2(C)C)(CC1OC(=O)C(C(C5=CC=CC=C5)NC(=O)OC(C)(C)C)O)O)OC(=O)C6=CC=CC=C6)(CO4)OC(=O)C)O)C)O. Drug 2: CCC1=C2CN3C(=CC4=C(C3=O)COC(=O)C4(CC)O)C2=NC5=C1C=C(C=C5)O. Cell line: TK-10. Synergy scores: CSS=9.91, Synergy_ZIP=-3.88, Synergy_Bliss=-1.53, Synergy_Loewe=-4.83, Synergy_HSA=-1.33.